This data is from Forward reaction prediction with 1.9M reactions from USPTO patents (1976-2016). The task is: Predict the product of the given reaction. (1) Given the reactants N12CCCN=C1CCCCC2.C(OC([N:19]1[C:27]2[CH:26]=[CH:25][N:24]=[CH:23][C:22]=2[CH:21]=[C:20]1[CH2:28][N:29]1[CH2:34][CH2:33][N:32]([CH2:35][C:36]#[C:37][C:38]2[CH:39]=[N:40][CH:41]=[CH:42][C:43]=2[NH:44]C(OC(C)(C)C)=O)[CH2:31][C:30]1=[O:52])=O)(C)(C)C, predict the reaction product. The product is: [NH:19]1[C:27]2[CH:26]=[CH:25][N:24]=[CH:23][C:22]=2[CH:21]=[C:20]1[CH2:28][N:29]1[CH2:34][CH2:33][N:32]([CH2:35][C:36]2[NH:44][C:43]3[CH:42]=[CH:41][N:40]=[CH:39][C:38]=3[CH:37]=2)[CH2:31][C:30]1=[O:52]. (2) Given the reactants [CH3:1][C:2]1[CH:10]=[CH:9][C:5]([C:6]([OH:8])=O)=[C:4]([O:11][CH3:12])[CH:3]=1.CN(C(ON1N=NC2C=CC=NC1=2)=[N+](C)C)C.F[P-](F)(F)(F)(F)F.CCN(C(C)C)C(C)C.[NH:46]1[C:54]2[C:49](=[C:50]([C:55]3[CH:56]=[C:57]([NH2:64])[C:58]4[CH:59]=[N:60][NH:61][C:62]=4[CH:63]=3)[CH:51]=[CH:52][CH:53]=2)[CH:48]=[CH:47]1, predict the reaction product. The product is: [NH:46]1[C:54]2[C:49](=[C:50]([C:55]3[CH:63]=[C:62]4[C:58]([CH:59]=[N:60][NH:61]4)=[C:57]([NH:64][C:6](=[O:8])[C:5]4[CH:9]=[CH:10][C:2]([CH3:1])=[CH:3][C:4]=4[O:11][CH3:12])[CH:56]=3)[CH:51]=[CH:52][CH:53]=2)[CH:48]=[CH:47]1. (3) Given the reactants Cl[CH2:2][C:3]1[CH:4]=[C:5]([CH:39]=[CH:40][CH:41]=1)[C:6]([NH:8][C:9]1[CH:32]=[CH:31][C:30]([N:33]2[CH2:38][CH2:37][CH2:36][CH2:35][CH2:34]2)=[CH:29][C:10]=1[C:11]([NH:13][C:14]1[CH:18]=[CH:17][N:16]([C:19]2[CH:24]=[CH:23][CH:22]=[C:21]([C:25]([F:28])([F:27])[F:26])[CH:20]=2)[N:15]=1)=[O:12])=[O:7].[SH:42][C:43]1[CH:44]=[C:45]([CH:49]=[CH:50][CH:51]=1)[C:46]([OH:48])=[O:47].C(N(CC)C(C)C)(C)C, predict the reaction product. The product is: [N:33]1([C:30]2[CH:31]=[CH:32][C:9]([NH:8][C:6]([C:5]3[CH:4]=[C:3]([CH:41]=[CH:40][CH:39]=3)[CH2:2][S:42][C:43]3[CH:44]=[C:45]([CH:49]=[CH:50][CH:51]=3)[C:46]([OH:48])=[O:47])=[O:7])=[C:10]([C:11](=[O:12])[NH:13][C:14]3[CH:18]=[CH:17][N:16]([C:19]4[CH:24]=[CH:23][CH:22]=[C:21]([C:25]([F:28])([F:27])[F:26])[CH:20]=4)[N:15]=3)[CH:29]=2)[CH2:38][CH2:37][CH2:36][CH2:35][CH2:34]1. (4) Given the reactants Br[CH2:2][C:3]1[CH:8]=[CH:7][C:6]([C:9]2[CH:10]=[C:11]([C:21]([NH:23][CH2:24][C:25]3[C:26](=[O:33])[NH:27][C:28]([CH3:32])=[CH:29][C:30]=3[CH3:31])=[O:22])[C:12]3[CH:17]=[N:16][N:15]([CH:18]([CH3:20])[CH3:19])[C:13]=3[N:14]=2)=[CH:5][CH:4]=1.[CH3:34][N:35]1[CH2:40][CH2:39][NH:38][CH2:37][CH2:36]1.O.CCOC(C)=O, predict the reaction product. The product is: [CH3:31][C:30]1[CH:29]=[C:28]([CH3:32])[NH:27][C:26](=[O:33])[C:25]=1[CH2:24][NH:23][C:21]([C:11]1[C:12]2[CH:17]=[N:16][N:15]([CH:18]([CH3:20])[CH3:19])[C:13]=2[N:14]=[C:9]([C:6]2[CH:5]=[CH:4][C:3]([CH2:2][N:38]3[CH2:39][CH2:40][N:35]([CH3:34])[CH2:36][CH2:37]3)=[CH:8][CH:7]=2)[CH:10]=1)=[O:22].